From a dataset of Full USPTO retrosynthesis dataset with 1.9M reactions from patents (1976-2016). Predict the reactants needed to synthesize the given product. (1) Given the product [F:11][C:12]1[CH:13]=[C:14]([C:18]2[CH:32]=[CH:31][C:21]([C:22]([NH:24][CH:25]3[CH2:26][CH2:27][N:28]([C:34]4[CH:35]=[CH:36][C:37]([C:40]([N:42]5[CH2:43][CH2:44][O:45][CH2:46][CH2:47]5)=[O:41])=[CH:38][N:39]=4)[CH2:29][CH2:30]3)=[O:23])=[CH:20][N:19]=2)[CH:15]=[CH:16][CH:17]=1, predict the reactants needed to synthesize it. The reactants are: [F-].[Cs+].CN1CCCC1=O.Cl.[F:11][C:12]1[CH:13]=[C:14]([C:18]2[CH:32]=[CH:31][C:21]([C:22]([NH:24][CH:25]3[CH2:30][CH2:29][NH:28][CH2:27][CH2:26]3)=[O:23])=[CH:20][N:19]=2)[CH:15]=[CH:16][CH:17]=1.Cl[C:34]1[N:39]=[CH:38][C:37]([C:40]([N:42]2[CH2:47][CH2:46][O:45][CH2:44][CH2:43]2)=[O:41])=[CH:36][CH:35]=1. (2) Given the product [C:1]([O:5][C:6](=[O:25])[NH:7][CH2:8][C:9]1[C:14]([C:15]2[CH:20]=[CH:19][C:18]([Cl:21])=[CH:17][C:16]=2[Cl:22])=[CH:13][N:12]2[C:27]([NH2:28])=[N:24][N:23]=[C:11]2[CH:10]=1)([CH3:4])([CH3:2])[CH3:3], predict the reactants needed to synthesize it. The reactants are: [C:1]([O:5][C:6](=[O:25])[NH:7][CH2:8][C:9]1[C:14]([C:15]2[CH:20]=[CH:19][C:18]([Cl:21])=[CH:17][C:16]=2[Cl:22])=[CH:13][N:12]=[C:11]([NH:23][NH2:24])[CH:10]=1)([CH3:4])([CH3:3])[CH3:2].Br[C:27]#[N:28].CCOC(C)=O. (3) Given the product [CH:1]1([CH2:7][C:8]([NH:10][C:11]2[CH:16]=[CH:15][C:14]([O:17][C:20](=[O:21])[N:19]([CH3:18])[C:23]3[CH:28]=[CH:27][CH:26]=[CH:25][CH:24]=3)=[N:13][CH:12]=2)=[O:9])[CH2:6][CH2:5][CH2:4][CH2:3][CH2:2]1, predict the reactants needed to synthesize it. The reactants are: [CH:1]1([CH2:7][C:8]([NH:10][C:11]2[CH:12]=[N:13][C:14]([OH:17])=[CH:15][CH:16]=2)=[O:9])[CH2:6][CH2:5][CH2:4][CH2:3][CH2:2]1.[CH3:18][N:19]([C:23]1[CH:28]=[CH:27][CH:26]=[CH:25][CH:24]=1)[C:20](Cl)=[O:21].N12CCN(CC1)CC2.O. (4) Given the product [CH2:1]([O:3][C:4]([C:6]1[CH:41]=[CH:40][C:9]2[N:10]([CH:34]3[CH2:39][CH2:38][CH2:37][CH2:36][CH2:35]3)[C:11]([C:13]3[CH:14]=[C:15]4[C:20](=[CH:21][CH:22]=3)[N:19]=[C:18]([C:23](=[O:33])[N:49]([C:46]3[CH:47]=[CH:48][C:43]([Cl:42])=[CH:44][CH:45]=3)[CH:50]([CH3:52])[CH3:51])[CH:17]=[CH:16]4)=[N:12][C:8]=2[CH:7]=1)=[O:5])[CH3:2], predict the reactants needed to synthesize it. The reactants are: [CH2:1]([O:3][C:4]([C:6]1[CH:41]=[CH:40][C:9]2[N:10]([CH:34]3[CH2:39][CH2:38][CH2:37][CH2:36][CH2:35]3)[C:11]([C:13]3[CH:14]=[C:15]4[C:20](=[CH:21][CH:22]=3)[N:19]=[C:18]([C:23](=[O:33])NCC3C=CC(Cl)=CC=3)[CH:17]=[CH:16]4)=[N:12][C:8]=2[CH:7]=1)=[O:5])[CH3:2].[Cl:42][C:43]1[CH:48]=[CH:47][C:46]([NH:49][CH:50]([CH3:52])[CH3:51])=[CH:45][CH:44]=1. (5) Given the product [CH3:9][O:10][C:11](=[O:34])[C:12]1[CH:17]=[CH:16][CH:15]=[C:14]([CH2:18][N:19]2[C:24](=[O:25])[CH:23]=[CH:22][C:21]([N:26]3[CH2:31][CH2:30][CH2:29][CH:28]([CH:32]4[CH2:2][O:33]4)[CH2:27]3)=[N:20]2)[CH:13]=1, predict the reactants needed to synthesize it. The reactants are: [I-].[CH3:2][S+](C)(C)=O.[H-].[Na+].[CH3:9][O:10][C:11](=[O:34])[C:12]1[CH:17]=[CH:16][CH:15]=[C:14]([CH2:18][N:19]2[C:24](=[O:25])[CH:23]=[CH:22][C:21]([N:26]3[CH2:31][CH2:30][CH2:29][CH:28]([CH:32]=[O:33])[CH2:27]3)=[N:20]2)[CH:13]=1.